Predict the reactants needed to synthesize the given product. From a dataset of Full USPTO retrosynthesis dataset with 1.9M reactions from patents (1976-2016). (1) The reactants are: [OH2:1].O.O.O.[Al:5]. Given the product [O-2:1].[O-2:1].[O-2:1].[O-2:1].[O-2:1].[O-2:1].[O-2:1].[O-2:1].[Al+3:5].[OH2:1].[OH2:1].[OH2:1].[OH2:1].[Al:5], predict the reactants needed to synthesize it. (2) Given the product [Br:1][C:2]1[CH:3]=[C:4]([O:9][CH2:11][CH2:12][O:13][CH3:14])[CH:5]=[C:6]([Cl:8])[CH:7]=1, predict the reactants needed to synthesize it. The reactants are: [Br:1][C:2]1[CH:3]=[C:4]([OH:9])[CH:5]=[C:6]([Cl:8])[CH:7]=1.Br[CH2:11][CH2:12][O:13][CH3:14].C([O-])([O-])=O.[Cs+].[Cs+]. (3) The reactants are: C([O-])(=O)C.[Na+].C(O[C:9](=[O:26])[C:10](=[N:16][NH:17][C:18](=[O:25])[CH2:19][C:20]([O:22][CH2:23][CH3:24])=[O:21])[CH2:11][C:12]([CH3:15])([CH3:14])[CH3:13])C.Cl. Given the product [CH2:23]([O:22][C:20]([C:19]1[C:18](=[O:25])[NH:17][N:16]=[C:10]([CH2:11][C:12]([CH3:13])([CH3:14])[CH3:15])[C:9]=1[OH:26])=[O:21])[CH3:24], predict the reactants needed to synthesize it. (4) Given the product [NH2:9][C:10]1[C:11]2[NH:18][CH:17]=[C:16]([C@H:19]([NH:20][C@H:21]([CH2:26][S:27][CH3:28])[CH2:22][OH:25])[CH2:23][OH:24])[C:12]=2[N:13]=[CH:14][N:15]=1, predict the reactants needed to synthesize it. The reactants are: I([O-])(=O)(=O)=O.[Na+].Cl.Cl.[NH2:9][C:10]1[C:11]2[NH:18][CH:17]=[C:16]([C@H:19]3[C@H:23]([OH:24])[C@H:22]([OH:25])[C@@H:21]([CH2:26][S:27][CH3:28])[NH:20]3)[C:12]=2[N:13]=[CH:14][N:15]=1.[BH4-].[Na+]. (5) Given the product [Cl:15][C:16]1[CH:21]=[C:20]([Cl:22])[CH:19]=[C:18]([Cl:23])[C:17]=1[S:24]([NH:13][C:11]1[S:10][CH:9]=[C:8]([C:6]2[CH:5]=[CH:4][C:3]([F:14])=[C:2]([CH3:1])[CH:7]=2)[N:12]=1)(=[O:26])=[O:25], predict the reactants needed to synthesize it. The reactants are: [CH3:1][C:2]1[CH:7]=[C:6]([C:8]2[N:12]=[C:11]([NH2:13])[S:10][CH:9]=2)[CH:5]=[CH:4][C:3]=1[F:14].[Cl:15][C:16]1[CH:21]=[C:20]([Cl:22])[CH:19]=[C:18]([Cl:23])[C:17]=1[S:24](Cl)(=[O:26])=[O:25]. (6) Given the product [C:1]([O:5][C:6]([NH:8][C@H:9]([C:35]([O:37][CH3:38])=[O:36])[CH2:10][C:11]1[CH:16]=[CH:15][C:14]([CH2:17][CH2:18][CH2:19][C:20]2[CH:25]=[CH:24][CH:23]=[C:22]([N:26]([C:28]([O:30][C:31]([CH3:33])([CH3:32])[CH3:34])=[O:29])[CH3:27])[N:21]=2)=[CH:13][CH:12]=1)=[O:7])([CH3:4])([CH3:2])[CH3:3], predict the reactants needed to synthesize it. The reactants are: [C:1]([O:5][C:6]([NH:8][C@H:9]([C:35]([O:37][CH3:38])=[O:36])[CH2:10][C:11]1[CH:16]=[CH:15][C:14]([CH:17]=[CH:18][CH2:19][C:20]2[CH:25]=[CH:24][CH:23]=[C:22]([N:26]([C:28]([O:30][C:31]([CH3:34])([CH3:33])[CH3:32])=[O:29])[CH3:27])[N:21]=2)=[CH:13][CH:12]=1)=[O:7])([CH3:4])([CH3:3])[CH3:2]. (7) Given the product [CH2:10]([NH:13][C:2]1[CH:9]=[CH:8][CH:7]=[CH:6][C:3]=1[C:4]#[N:5])[CH2:11][CH3:12], predict the reactants needed to synthesize it. The reactants are: F[C:2]1[CH:9]=[CH:8][CH:7]=[CH:6][C:3]=1[C:4]#[N:5].[CH2:10]([NH2:13])[CH2:11][CH3:12]. (8) Given the product [CH3:17][O:16][C:14]([C:12]1[NH:13][C:9]([CH2:8][CH2:7][C:6]([OH:18])=[O:5])=[CH:10][CH:11]=1)=[O:15], predict the reactants needed to synthesize it. The reactants are: C([O:5][C:6](=[O:18])[CH2:7][CH2:8][C:9]1[NH:13][C:12]([C:14]([O:16][CH3:17])=[O:15])=[CH:11][CH:10]=1)(C)(C)C. (9) The reactants are: [H-].[Na+].CN1C(=O)CCC1.[I:10][C:11]1[CH:15]=[CH:14][NH:13][N:12]=1.Cl[C:17]1[CH:22]=[N:21][N:20]([CH3:23])[C:19](=[O:24])[CH:18]=1. Given the product [I:10][C:11]1[CH:15]=[CH:14][N:13]([C:17]2[CH:22]=[N:21][N:20]([CH3:23])[C:19](=[O:24])[CH:18]=2)[N:12]=1, predict the reactants needed to synthesize it.